From a dataset of Catalyst prediction with 721,799 reactions and 888 catalyst types from USPTO. Predict which catalyst facilitates the given reaction. (1) The catalyst class is: 4. Reactant: [C:1]([O:5][C:6]([NH:8][C@H:9]([CH2:29][C:30]1[CH:35]=[C:34]([F:36])[C:33]([F:37])=[CH:32][C:31]=1[F:38])[CH2:10][C:11]([N:13]1[CH2:18][CH2:17][N:16]2[C:19]([C:25]([F:28])([F:27])[F:26])=[N:20][C:21]([C:22](O)=[O:23])=[C:15]2[CH2:14]1)=[O:12])=[O:7])([CH3:4])([CH3:3])[CH3:2].O=C1N(P(Cl)(N2CCOC2=O)=O)CCO1.C(N(CC)CC)C.Cl.[F:62][C@@H:63]1[CH2:67][CH2:66][NH:65][CH2:64]1. Product: [C:1]([O:5][C:6](=[O:7])[NH:8][C@H:9]([CH2:29][C:30]1[CH:35]=[C:34]([F:36])[C:33]([F:37])=[CH:32][C:31]=1[F:38])[CH2:10][C:11]([N:13]1[CH2:18][CH2:17][N:16]2[C:19]([C:25]([F:26])([F:28])[F:27])=[N:20][C:21]([C:22]([N:65]3[CH2:66][CH2:67][C@@H:63]([F:62])[CH2:64]3)=[O:23])=[C:15]2[CH2:14]1)=[O:12])([CH3:4])([CH3:3])[CH3:2]. (2) Reactant: [OH2:1].[F-].C([N+](CCCC)(CCCC)CCCC)CCC.[Si]([CH2:27][CH2:28][CH:29]([OH:35])[C:30]([CH3:34])([CH3:33])[C:31]#[N:32])(C(C)(C)C)(C)C. Product: [OH:1][CH2:27][CH2:28][CH:29]([OH:35])[C:30]([CH3:34])([CH3:33])[C:31]#[N:32]. The catalyst class is: 7.